From a dataset of CYP3A4 inhibition data for predicting drug metabolism from PubChem BioAssay. Regression/Classification. Given a drug SMILES string, predict its absorption, distribution, metabolism, or excretion properties. Task type varies by dataset: regression for continuous measurements (e.g., permeability, clearance, half-life) or binary classification for categorical outcomes (e.g., BBB penetration, CYP inhibition). Dataset: cyp3a4_veith. The compound is Cc1cc(C)c2c(=O)[nH]c(SCC(=O)N(C)C)nc2n1. The result is 0 (non-inhibitor).